Dataset: Full USPTO retrosynthesis dataset with 1.9M reactions from patents (1976-2016). Task: Predict the reactants needed to synthesize the given product. (1) Given the product [CH:1]1([C:6]2[CH:7]=[N:8][N:9]([CH2:11][CH2:12][C@@:13]([CH3:23])([S:19]([CH3:22])(=[O:20])=[O:21])[C:14]([O:16][CH2:17][CH3:18])=[O:15])[CH:10]=2)[CH2:5][CH2:4][CH2:3][CH2:2]1, predict the reactants needed to synthesize it. The reactants are: [C:1]1([C:6]2[CH:7]=[N:8][N:9]([CH2:11][CH2:12][C@@:13]([CH3:23])([S:19]([CH3:22])(=[O:21])=[O:20])[C:14]([O:16][CH2:17][CH3:18])=[O:15])[CH:10]=2)[CH2:5][CH2:4][CH2:3][CH:2]=1. (2) Given the product [Br:28][CH:10]([C:11]1[CH:16]=[CH:15][CH:14]=[C:13]([Cl:17])[C:12]=1[Cl:18])[C:9]([C:4]1[C:5]([Cl:8])=[N:6][CH:7]=[C:2]([Br:1])[CH:3]=1)=[O:19], predict the reactants needed to synthesize it. The reactants are: [Br:1][C:2]1[CH:3]=[C:4]([C:9](=[O:19])[CH2:10][C:11]2[CH:16]=[CH:15][CH:14]=[C:13]([Cl:17])[C:12]=2[Cl:18])[C:5]([Cl:8])=[N:6][CH:7]=1.C(Cl)Cl.O1CCCC1.[Br:28]Br. (3) Given the product [CH:22]1[CH:3]=[CH:4][C:5]([C:6]2[CH2:12][CH:11]([CH2:10][C:9]([OH:14])=[O:13])[O:26][N:2]=2)=[CH:25][CH:21]=1, predict the reactants needed to synthesize it. The reactants are: Cl[N:2]1[C:6](=O)[CH2:5][CH2:4][C:3]1=O.[C:9]([O-:14])(=[O:13])[CH2:10][CH:11]=[CH2:12].C(=O)([O-])[O-].[Na+].[Na+].[CH2:21]1[CH2:25]OC[CH2:22]1.[OH2:26].